Dataset: Catalyst prediction with 721,799 reactions and 888 catalyst types from USPTO. Task: Predict which catalyst facilitates the given reaction. (1) Reactant: Cl[C:2]1[N:3]=[CH:4][C:5]([CH2:8][OH:9])=[N:6][CH:7]=1.C(=O)([O-])[O-].[K+].[K+].[NH:16]1[CH2:21][CH2:20][CH2:19][CH2:18][CH2:17]1.O. Product: [N:16]1([C:2]2[N:3]=[CH:4][C:5]([CH2:8][OH:9])=[N:6][CH:7]=2)[CH2:21][CH2:20][CH2:19][CH2:18][CH2:17]1. The catalyst class is: 9. (2) Reactant: [Cl:1][C:2]1[CH:7]=[CH:6][C:5]([C:8]2([CH3:20])[C:13]([C:14]([O:16][CH3:17])=[O:15])=[CH:12][CH2:11][CH:10]([CH2:18]O)[CH2:9]2)=[CH:4][C:3]=1[C:21]([F:24])([F:23])[F:22].C1(P(C2C=CC=CC=2)C2C=CC=CC=2)C=CC=CC=1.[NH:44]=[N+:45]=[N-:46].N(C(OCC)=O)=NC(OCC)=O. The catalyst class is: 1. Product: [N:44]([CH2:18][CH:10]1[CH2:9][C:8]([C:5]2[CH:6]=[CH:7][C:2]([Cl:1])=[C:3]([C:21]([F:24])([F:23])[F:22])[CH:4]=2)([CH3:20])[C:13]([C:14]([O:16][CH3:17])=[O:15])=[CH:12][CH2:11]1)=[N+:45]=[N-:46]. (3) Reactant: B(Br)(Br)Br.C[O:6][C:7]1[CH:27]=[CH:26][C:10]([CH2:11][N:12]2[C:16]3[CH:17]=[CH:18][C:19]4[N:20]([C:21]([CH3:24])=[N:22][N:23]=4)[C:15]=3[CH:14]=[C:13]2[CH3:25])=[CH:9][CH:8]=1. Product: [CH3:24][C:21]1[N:20]2[C:15]3[CH:14]=[C:13]([CH3:25])[N:12]([CH2:11][C:10]4[CH:26]=[CH:27][C:7]([OH:6])=[CH:8][CH:9]=4)[C:16]=3[CH:17]=[CH:18][C:19]2=[N:23][N:22]=1. The catalyst class is: 2. (4) Reactant: Cl.O1CCOCC1.Cl[C:9]1[C:18]2[C:13](=[CH:14][N:15]=[CH:16][CH:17]=2)[CH:12]=[CH:11][N:10]=1.[CH:19]([C:22]1[CH:28]=[CH:27][C:25]([NH2:26])=[CH:24][CH:23]=1)([CH3:21])[CH3:20]. Product: [CH:19]([C:22]1[CH:28]=[CH:27][C:25]([NH:26][C:9]2[C:18]3[C:13](=[CH:14][N:15]=[CH:16][CH:17]=3)[CH:12]=[CH:11][N:10]=2)=[CH:24][CH:23]=1)([CH3:21])[CH3:20]. The catalyst class is: 51.